From a dataset of Forward reaction prediction with 1.9M reactions from USPTO patents (1976-2016). Predict the product of the given reaction. (1) Given the reactants [C:1]([O:9][CH3:10])(=[O:8])[C:2]1[CH:7]=[CH:6][N:5]=[CH:4][CH:3]=1.[I:11][CH3:12], predict the reaction product. The product is: [I-:11].[CH3:10][O:9][C:1]([C:2]1[CH:7]=[CH:6][N+:5]([CH3:12])=[CH:4][CH:3]=1)=[O:8]. (2) Given the reactants [CH3:1][O:2][C:3]1[CH:8]=[CH:7][CH:6]=[CH:5][C:4]=1[C:9]1[N:14]=[C:13]([S:15][CH3:16])[N:12]=[C:11]([C:17]([OH:19])=O)[CH:10]=1.C([N:22](CC)CC)C.[Cl-].[NH4+].C1CN([P+](ON2N=NC3C=CC=CC2=3)(N2CCCC2)N2CCCC2)CC1.F[P-](F)(F)(F)(F)F, predict the reaction product. The product is: [CH3:1][O:2][C:3]1[CH:8]=[CH:7][CH:6]=[CH:5][C:4]=1[C:9]1[N:14]=[C:13]([S:15][CH3:16])[N:12]=[C:11]([C:17]([NH2:22])=[O:19])[CH:10]=1. (3) The product is: [F:32][CH2:31][C@H:30]([C:27]1[CH:28]=[CH:29][C:24]([S:21]([NH:20][C:17]2[C:16]([CH3:34])=[N:15][C:14]([N:11]3[CH2:12][CH2:13][NH:8][C@@H:9]([CH3:35])[CH2:10]3)=[CH:19][CH:18]=2)(=[O:23])=[O:22])=[CH:25][CH:26]=1)[CH3:33]. Given the reactants C(OC([N:8]1[CH2:13][CH2:12][N:11]([C:14]2[CH:19]=[CH:18][C:17]([NH:20][S:21]([C:24]3[CH:29]=[CH:28][C:27]([C@H:30]([CH3:33])[CH2:31][F:32])=[CH:26][CH:25]=3)(=[O:23])=[O:22])=[C:16]([CH3:34])[N:15]=2)[CH2:10][C@@H:9]1[CH3:35])=O)(C)(C)C.Cl, predict the reaction product. (4) Given the reactants [C:1]([C:4]1[C:9]([OH:10])=[CH:8][C:7]([OH:11])=[C:6]([C:12]2[CH:17]=[CH:16][CH:15]=[CH:14][CH:13]=2)[C:5]=1[CH2:18][C:19]([O:21][CH3:22])=[O:20])(=O)[CH3:2].C(N(CC)CC)C.[C:30](Cl)(=[O:33])[O:31][CH3:32].[BH4-].[Na+], predict the reaction product. The product is: [CH2:1]([C:4]1[C:5]([CH2:18][C:19]([O:21][CH3:22])=[O:20])=[C:6]([C:12]2[CH:13]=[CH:14][CH:15]=[CH:16][CH:17]=2)[C:7]([OH:11])=[CH:8][C:9]=1[O:10][C:30]([O:31][CH3:32])=[O:33])[CH3:2]. (5) The product is: [C:33]([C:2]1[CH:3]=[CH:4][C:5]([N:8]2[CH2:9][CH2:10][CH:11]([CH2:14][C:15]#[N:20])[CH2:12][CH2:13]2)=[CH:6][CH:7]=1)([CH3:36])([CH3:35])[CH3:34]. Given the reactants F[C:2]1[CH:7]=[CH:6][C:5]([N:8]2[CH2:13][CH2:12][CH:11]([CH2:14][C:15]3[N:20]=C(C(NCC(OCC)=O)=O)C(O)=C(SC)N=3)[CH2:10][CH2:9]2)=[CH:4][CH:3]=1.[C:33](C1C=CC(N2CCC(=O)CC2)=CC=1)([CH3:36])([CH3:35])[CH3:34], predict the reaction product. (6) Given the reactants [N:1]1([C:7]2[CH:12]=[C:11]([CH2:13][S:14]([C:17]3[CH:22]=[CH:21][CH:20]=[CH:19][CH:18]=3)(=[O:16])=[O:15])[N:10]=[C:9]([C:23]3[CH:28]=[CH:27][C:26]([NH2:29])=[CH:25][CH:24]=3)[N:8]=2)[CH2:6][CH2:5][O:4][CH2:3][CH2:2]1.C(=O)(O)[O-].[Na+].Cl[C:36]([O:38][C:39]1[CH:44]=[CH:43][CH:42]=[CH:41][CH:40]=1)=[O:37], predict the reaction product. The product is: [N:1]1([C:7]2[CH:12]=[C:11]([CH2:13][S:14]([C:17]3[CH:18]=[CH:19][CH:20]=[CH:21][CH:22]=3)(=[O:15])=[O:16])[N:10]=[C:9]([C:23]3[CH:24]=[CH:25][C:26]([NH:29][C:36](=[O:37])[O:38][C:39]4[CH:44]=[CH:43][CH:42]=[CH:41][CH:40]=4)=[CH:27][CH:28]=3)[N:8]=2)[CH2:2][CH2:3][O:4][CH2:5][CH2:6]1. (7) Given the reactants O[CH2:2][C:3]1[CH:16]=[CH:15][C:6]([CH2:7][N:8]2[CH:13]=[CH:12][CH:11]=[CH:10][C:9]2=[O:14])=[CH:5][CH:4]=1.P(Br)(Br)[Br:18], predict the reaction product. The product is: [Br:18][CH2:2][C:3]1[CH:16]=[CH:15][C:6]([CH2:7][N:8]2[CH:13]=[CH:12][CH:11]=[CH:10][C:9]2=[O:14])=[CH:5][CH:4]=1.